This data is from Forward reaction prediction with 1.9M reactions from USPTO patents (1976-2016). The task is: Predict the product of the given reaction. (1) The product is: [OH:12][CH2:11][CH2:10][S:9][C:5]1[CH:4]=[C:3]([CH:8]=[CH:7][CH:6]=1)[CH:2]=[O:1]. Given the reactants [OH:1][CH2:2][C:3]1[CH:4]=[C:5]([S:9][CH2:10][CH2:11][OH:12])[CH:6]=[CH:7][CH:8]=1, predict the reaction product. (2) Given the reactants C([O:5][C:6](=[O:18])[CH2:7][N:8]1[CH2:17][C:16]2[N:15]=[CH:14][CH:13]=[CH:12][C:11]=2[CH2:10][CH2:9]1)(C)(C)C.[ClH:19], predict the reaction product. The product is: [ClH:19].[N:15]1[C:16]2[CH2:17][N:8]([CH2:7][C:6]([OH:18])=[O:5])[CH2:9][CH2:10][C:11]=2[CH:12]=[CH:13][CH:14]=1.[ClH:19]. (3) The product is: [F:16][C:13]1[N:12]=[CH:11][C:10]([C:8]2[NH:7][C:6]3[CH:17]=[CH:2][CH:3]=[CH:4][C:5]=3[N:9]=2)=[CH:15][CH:14]=1. Given the reactants F[C:2]1[CH:3]=[CH:4][C:5]2[N:9]=[C:8]([C:10]3[CH:11]=[N:12][C:13]([F:16])=[CH:14][CH:15]=3)[NH:7][C:6]=2[CH:17]=1.C1(N)C(N)=CC=CC=1.C(OCC)(=O)C, predict the reaction product.